From a dataset of Forward reaction prediction with 1.9M reactions from USPTO patents (1976-2016). Predict the product of the given reaction. Given the reactants I[C:2]1[CH:3]=[C:4]([OH:8])[CH:5]=[CH:6][CH:7]=1.CCN(C(C)C)C(C)C.[CH3:18][O:19][C:20](=[O:46])[C@@H:21]([NH:31][C:32]([C:34]1[C:35]([CH3:45])=[N:36][C:37]([NH:41][CH2:42][C:43]#[CH:44])=[N:38][C:39]=1[CH3:40])=[O:33])[CH2:22][NH:23][C:24]([C:26]1[S:27][CH:28]=[CH:29][CH:30]=1)=[O:25], predict the reaction product. The product is: [CH3:18][O:19][C:20](=[O:46])[C@@H:21]([NH:31][C:32]([C:34]1[C:39]([CH3:40])=[N:38][C:37]([NH:41][CH2:42][C:43]#[C:44][C:2]2[CH:7]=[CH:6][CH:5]=[C:4]([OH:8])[CH:3]=2)=[N:36][C:35]=1[CH3:45])=[O:33])[CH2:22][NH:23][C:24]([C:26]1[S:27][CH:28]=[CH:29][CH:30]=1)=[O:25].